This data is from Reaction yield outcomes from USPTO patents with 853,638 reactions. The task is: Predict the reaction yield, written as a fraction of the theoretical maximum amount of product (1.0 means a 100% yield; for example, 0.34 means a 34% yield). (1) The reactants are S([C:5]1[CH:11]=[CH:10][C:8]([CH3:9])=[CH:7][CH:6]=1)([O-])(=O)=O.[NH2:12][C@@H:13]([CH:26]([CH3:28])[CH3:27])[C:14]([O:16][CH2:17][C:18]1[CH:23]=[CH:22][C:21]([F:24])=[CH:20][C:19]=1[F:25])=[O:15].[P:29](Cl)(Cl)(=[O:42])[O:30]OC1C=C2C(=CC=1)N=CC=C2.[CH2:45]([N:47](CC)CC)[CH3:46].[Cl:52]CCl. No catalyst specified. The product is [Cl:52][C:45]1[CH:46]=[CH:9][C:8]2[C:7](=[CH:6][CH:5]=[C:11]([O:42][P:29](=[N:12][C@@H:13]([CH:26]([CH3:28])[CH3:27])[C:14]([O:16][CH2:17][C:18]3[CH:23]=[CH:22][C:21]([F:24])=[CH:20][C:19]=3[F:25])=[O:15])=[O:30])[CH:10]=2)[N:47]=1. The yield is 0.240. (2) The reactants are [Cl:1][C:2]1[CH:3]=[C:4]2[C:8](=[C:9](I)[CH:10]=1)[C:7](=[O:12])[N:6]([CH2:13][C:14]1[CH:19]=[CH:18][C:17]([O:20][C:21]([F:24])([F:23])[F:22])=[CH:16][CH:15]=1)[CH2:5]2.[C-:25]#[N:26].[Na+]. The catalyst is C(#N)C.C1C=CC([P]([Pd]([P](C2C=CC=CC=2)(C2C=CC=CC=2)C2C=CC=CC=2)([P](C2C=CC=CC=2)(C2C=CC=CC=2)C2C=CC=CC=2)[P](C2C=CC=CC=2)(C2C=CC=CC=2)C2C=CC=CC=2)(C2C=CC=CC=2)C2C=CC=CC=2)=CC=1.[Cu]I. The product is [Cl:1][C:2]1[CH:10]=[C:9]([C:25]#[N:26])[C:8]2[C:7](=[O:12])[N:6]([CH2:13][C:14]3[CH:19]=[CH:18][C:17]([O:20][C:21]([F:24])([F:23])[F:22])=[CH:16][CH:15]=3)[CH2:5][C:4]=2[CH:3]=1. The yield is 0.690. (3) The reactants are CC1C=CC(S(O[CH2:12][CH:13]2[O:17][N:16]=[C:15]([C:18]3[CH:23]=[CH:22][C:21]([Br:24])=[CH:20][N:19]=3)[CH2:14]2)(=O)=O)=CC=1.C([O-])([O-])=O.[K+].[K+].[NH:31]1[CH2:36][CH2:35][O:34][CH2:33][CH2:32]1.CCOC(C)=O. The catalyst is CS(C)=O. The product is [Br:24][C:21]1[CH:22]=[CH:23][C:18]([C:15]2[CH2:14][CH:13]([CH2:12][N:31]3[CH2:36][CH2:35][O:34][CH2:33][CH2:32]3)[O:17][N:16]=2)=[N:19][CH:20]=1. The yield is 0.610. (4) The reactants are Cl[C:2]1[N:11]=[C:10]([N:12]([C:14]2[CH:19]=[CH:18][C:17]([O:20][CH3:21])=[CH:16][CH:15]=2)[CH3:13])[C:9]2[C:4](=[CH:5][CH:6]=[C:7]([O:22][CH3:23])[CH:8]=2)[N:3]=1.[CH3:24][NH:25][CH3:26].CO. No catalyst specified. The product is [CH3:23][O:22][C:7]1[CH:8]=[C:9]2[C:4](=[CH:5][CH:6]=1)[N:3]=[C:2]([N:25]([CH3:26])[CH3:24])[N:11]=[C:10]2[N:12]([C:14]1[CH:19]=[CH:18][C:17]([O:20][CH3:21])=[CH:16][CH:15]=1)[CH3:13]. The yield is 0.750. (5) The reactants are [NH2:1][C:2]1[C:3]2[N:4]([C:8]([C@@H:26]3[CH2:30][CH2:29][CH2:28][NH:27]3)=[N:9][C:10]=2[C:11]2[CH:25]=[CH:24][C:14]([C:15]([NH:17][C:18]3[CH:23]=[CH:22][CH:21]=[CH:20][N:19]=3)=[O:16])=[CH:13][CH:12]=2)[CH:5]=[CH:6][N:7]=1.C(N(CC)CC)C.Cl.[N:39]1([CH2:44]/[CH:45]=[CH:46]/[C:47](O)=[O:48])[CH2:43][CH2:42][CH2:41][CH2:40]1.CN(C(ON1N=NC2C=CC=NC1=2)=[N+](C)C)C.F[P-](F)(F)(F)(F)F. The catalyst is ClCCl. The product is [NH2:1][C:2]1[C:3]2[N:4]([C:8]([C@@H:26]3[CH2:30][CH2:29][CH2:28][N:27]3[C:47](=[O:48])/[CH:46]=[CH:45]/[CH2:44][N:39]3[CH2:43][CH2:42][CH2:41][CH2:40]3)=[N:9][C:10]=2[C:11]2[CH:25]=[CH:24][C:14]([C:15]([NH:17][C:18]3[CH:23]=[CH:22][CH:21]=[CH:20][N:19]=3)=[O:16])=[CH:13][CH:12]=2)[CH:5]=[CH:6][N:7]=1. The yield is 0.268. (6) The reactants are [C:1]([C:3]1[CH:8]=[CH:7][C:6]([CH:9]([CH3:15])[C:10]([O:12]CC)=[O:11])=[CH:5][CH:4]=1)#[N:2].O1CCCC1.O.[OH-].[Na+]. The catalyst is C(OC(=O)C)C.C(O)(=O)C. The product is [C:1]([C:3]1[CH:4]=[CH:5][C:6]([CH:9]([CH3:15])[C:10]([OH:12])=[O:11])=[CH:7][CH:8]=1)#[N:2]. The yield is 0.990. (7) The reactants are N1C=CN=[C:2]1[NH:6][C:7]([C:9]1[C:17]2[N:16]=[C:15]([NH:18][C:19]([C:21]3[N:22]=[CH:23][C:24]4[C:29]([CH:30]=3)=[CH:28][CH:27]=[CH:26][CH:25]=4)=[O:20])[NH:14][C:13]=2[CH:12]=[CH:11][CH:10]=1)=[O:8].CN(C(ON1N=NC2C=CC=CC1=2)=[N+](C)C)C.F[P-](F)(F)(F)(F)F.CCN(C(C)C)C(C)C.[F:64][C:65]1[CH:73]=[CH:72][C:68]([CH2:69]NC)=[CH:67][CH:66]=1. The catalyst is CN(C=O)C. The product is [F:64][C:65]1[CH:73]=[CH:72][C:68]([CH2:69][N:6]([CH3:2])[C:7]([C:9]2[C:17]3[NH:16][C:15]([NH:18][C:19]([C:21]4[N:22]=[CH:23][C:24]5[C:29]([CH:30]=4)=[CH:28][CH:27]=[CH:26][CH:25]=5)=[O:20])=[N:14][C:13]=3[CH:12]=[CH:11][CH:10]=2)=[O:8])=[CH:67][CH:66]=1. The yield is 0.660. (8) The reactants are [Cl:1][C:2]1[CH:3]=[C:4]([O:11][CH2:12][CH3:13])[C:5]([OH:10])=[C:6]([CH:9]=1)[CH:7]=[O:8].[F:14][C:15]([F:28])([F:27])[S:16](O[S:16]([C:15]([F:28])([F:27])[F:14])(=[O:18])=[O:17])(=[O:18])=[O:17]. The catalyst is N1C=CC=CC=1.C(Cl)Cl. The product is [F:14][C:15]([F:28])([F:27])[S:16]([O:10][C:5]1[C:6]([CH:7]=[O:8])=[CH:9][C:2]([Cl:1])=[CH:3][C:4]=1[O:11][CH2:12][CH3:13])(=[O:18])=[O:17]. The yield is 0.600. (9) The reactants are C(C1C=CC(C(NC2C=CC(C3SC(CCC(O)=O)=NC=3)=CC=2)=O)=CC=1)(C)(C)C.[C:30]([C:34]1[CH:63]=[CH:62][C:37]([C:38]([NH:40][C:41]2[CH:46]=[CH:45][C:44]([C:47]3[O:51][C:50]([CH:52]4[CH2:57][CH2:56][CH:55]([C:58]([O:60]C)=[O:59])[CH2:54][CH2:53]4)=[N:49][CH:48]=3)=[CH:43][CH:42]=2)=[O:39])=[CH:36][CH:35]=1)([CH3:33])([CH3:32])[CH3:31]. No catalyst specified. The product is [C:30]([C:34]1[CH:63]=[CH:62][C:37]([C:38]([NH:40][C:41]2[CH:46]=[CH:45][C:44]([C:47]3[O:51][C:50]([CH:52]4[CH2:57][CH2:56][CH:55]([C:58]([OH:60])=[O:59])[CH2:54][CH2:53]4)=[N:49][CH:48]=3)=[CH:43][CH:42]=2)=[O:39])=[CH:36][CH:35]=1)([CH3:33])([CH3:31])[CH3:32]. The yield is 0.770.